Dataset: Peptide-MHC class I binding affinity with 185,985 pairs from IEDB/IMGT. Task: Regression. Given a peptide amino acid sequence and an MHC pseudo amino acid sequence, predict their binding affinity value. This is MHC class I binding data. (1) The peptide sequence is YYQSGLSIVMP. The MHC is HLA-B45:01 with pseudo-sequence HLA-B45:01. The binding affinity (normalized) is 0.0612. (2) The peptide sequence is KVFPYALINK. The binding affinity (normalized) is 0. The MHC is HLA-B40:02 with pseudo-sequence HLA-B40:02. (3) The peptide sequence is NYFNRMFHF. The MHC is HLA-A02:06 with pseudo-sequence HLA-A02:06. The binding affinity (normalized) is 0.249. (4) The MHC is HLA-B07:02 with pseudo-sequence HLA-B07:02. The binding affinity (normalized) is 0.00950. The peptide sequence is LPSLEYGANY. (5) The peptide sequence is YTPLNYSKF. The MHC is HLA-B40:01 with pseudo-sequence HLA-B40:01. The binding affinity (normalized) is 0.0847.